This data is from Forward reaction prediction with 1.9M reactions from USPTO patents (1976-2016). The task is: Predict the product of the given reaction. (1) Given the reactants C([O:8][C:9]1[C:18]2[C:13](=[CH:14][CH:15]=[CH:16][CH:17]=2)[CH:12]=[C:11]([CH2:19][N:20]([CH2:38][C:39]2[CH:44]=[C:43]([C:45]([F:48])([F:47])[F:46])[CH:42]=[C:41]([C:49]([F:52])([F:51])[F:50])[CH:40]=2)[C:21]2[N:26]=[CH:25][C:24]([N:27]3[CH2:32][CH2:31][CH:30]([C:33]([O:35][CH2:36][CH3:37])=[O:34])[CH2:29][CH2:28]3)=[CH:23][N:22]=2)[N:10]=1)C1C=CC=CC=1, predict the reaction product. The product is: [F:48][C:45]([F:46])([F:47])[C:43]1[CH:44]=[C:39]([CH:40]=[C:41]([C:49]([F:51])([F:52])[F:50])[CH:42]=1)[CH2:38][N:20]([CH2:19][C:11]1[NH:10][C:9](=[O:8])[C:18]2[C:13]([CH:12]=1)=[CH:14][CH:15]=[CH:16][CH:17]=2)[C:21]1[N:26]=[CH:25][C:24]([N:27]2[CH2:28][CH2:29][CH:30]([C:33]([O:35][CH2:36][CH3:37])=[O:34])[CH2:31][CH2:32]2)=[CH:23][N:22]=1. (2) Given the reactants [N:1]1[CH:6]=[CH:5][CH:4]=[CH:3][C:2]=1[CH2:7][C:8]([CH3:10])=O.[C-:11]#[N:12].[Na+].[Cl-].[NH4+:15], predict the reaction product. The product is: [NH2:15][C:8]([CH3:10])([CH2:7][C:2]1[CH:3]=[CH:4][CH:5]=[CH:6][N:1]=1)[C:11]#[N:12]. (3) Given the reactants [NH2:1][C:2]1[CH:10]=[CH:9][C:5]([C:6]([OH:8])=[O:7])=[CH:4][N:3]=1.S(Cl)(Cl)=O.[CH3:15]O, predict the reaction product. The product is: [NH2:1][C:2]1[N:3]=[CH:4][C:5]([C:6]([O:8][CH3:15])=[O:7])=[CH:9][CH:10]=1. (4) Given the reactants [NH:1]1[CH2:6][CH2:5][CH:4]([NH:7][C:8]2[O:9][C:10]3[C:11]([CH2:17][OH:18])=[N:12][CH:13]=[CH:14][C:15]=3[N:16]=2)[CH2:3][CH2:2]1.[CH2:19]([O:21][C:22]1[CH:27]=[C:26]([CH:28]=O)[CH:25]=[C:24]([O:30][CH2:31][CH3:32])[C:23]=1[C:33]1[CH:38]=[CH:37][C:36]([F:39])=[CH:35][CH:34]=1)[CH3:20].C([BH3-])#N.[Na+].C(N(C(C)C)C(C)C)C, predict the reaction product. The product is: [CH2:19]([O:21][C:22]1[CH:27]=[C:26]([CH2:28][N:1]2[CH2:2][CH2:3][CH:4]([NH:7][C:8]3[O:9][C:10]4[C:11]([CH2:17][OH:18])=[N:12][CH:13]=[CH:14][C:15]=4[N:16]=3)[CH2:5][CH2:6]2)[CH:25]=[C:24]([O:30][CH2:31][CH3:32])[C:23]=1[C:33]1[CH:34]=[CH:35][C:36]([F:39])=[CH:37][CH:38]=1)[CH3:20]. (5) Given the reactants [Cl:1][C:2]1[CH:7]=[C:6]([NH2:8])[C:5]([C:9]#[C:10][CH:11]([CH3:13])[CH3:12])=[CH:4][N:3]=1.CC([O-])(C)C.[K+].[CH2:20](Br)[C:21]1[CH:26]=[CH:25][CH:24]=[CH:23][CH:22]=1, predict the reaction product. The product is: [CH2:20]([N:8]1[C:6]2[CH:7]=[C:2]([Cl:1])[N:3]=[CH:4][C:5]=2[CH:9]=[C:10]1[CH:11]([CH3:13])[CH3:12])[C:21]1[CH:26]=[CH:25][CH:24]=[CH:23][CH:22]=1.